Dataset: Catalyst prediction with 721,799 reactions and 888 catalyst types from USPTO. Task: Predict which catalyst facilitates the given reaction. (1) Reactant: Cl[C:2]1[N:7]=[C:6]([C:8]([F:11])([F:10])[F:9])[C:5]([C:12]([N:14]2[CH2:19][CH2:18][O:17][CH2:16][CH2:15]2)=[O:13])=[CH:4][N:3]=1.Cl.[CH:21]12[CH2:27][CH:24]([CH2:25][CH2:26]1)[CH2:23][CH:22]2[NH2:28].C(N(CC)CC)C.O1CCOCC1. Product: [C@H:21]12[CH2:27][C@H:24]([CH2:25][CH2:26]1)[CH2:23][C@@H:22]2[NH:28][C:2]1[N:7]=[C:6]([C:8]([F:11])([F:10])[F:9])[C:5]([C:12]([N:14]2[CH2:19][CH2:18][O:17][CH2:16][CH2:15]2)=[O:13])=[CH:4][N:3]=1. The catalyst class is: 6. (2) Reactant: CO[C:3]1[CH:4]=[CH:5][C:6]2[CH:12]=[CH:11][N:10]([CH3:13])[C:9](=[O:14])[CH2:8][C:7]=2[CH:15]=1.[C:16](OCC)(=[O:18])C. Product: [CH3:16][O:18][CH:8]1[C:7]2[CH:15]=[CH:3][CH:4]=[CH:5][C:6]=2[CH2:12][CH2:11][N:10]([CH3:13])[C:9]1=[O:14]. The catalyst class is: 45. (3) Reactant: [OH-].[Li+].[OH:3][C:4]1[CH:20]=[C:19]([OH:21])[C:18]([OH:22])=[C:17]([OH:23])[C:5]=1[C:6]1[O:7][C:8]2[C:13]([C:14](=O)[CH:15]=1)=[CH:12][CH:11]=[CH:10][CH:9]=2.C(Cl)(=O)C1C=CC=CC=1.Cl. Product: [OH:23][C:17]1[C:18]([OH:22])=[C:19]([OH:21])[CH:20]=[C:4]2[C:5]=1[C:6](=[O:7])[CH:15]=[C:14]([C:13]1[CH:8]=[CH:9][CH:10]=[CH:11][CH:12]=1)[O:3]2. The catalyst class is: 1. (4) Reactant: Cl.[Br:2][C:3]1[CH:4]=[C:5]([Cl:11])[C:6]([CH2:9][NH2:10])=[N:7][CH:8]=1.CCN(CC)CC.[C:19]1(=O)[O:24][C:22](=[O:23])[C:21]2=[CH:25][CH:26]=[CH:27][CH:28]=[C:20]12. The catalyst class is: 11. Product: [Br:2][C:3]1[CH:4]=[C:5]([Cl:11])[C:6]([CH2:9][N:10]2[C:22](=[O:23])[C:21]3[C:20](=[CH:28][CH:27]=[CH:26][CH:25]=3)[C:19]2=[O:24])=[N:7][CH:8]=1. (5) Reactant: [CH3:1][O:2][C:3](=[O:15])[C:4]1[CH:9]=[C:8]([F:10])[CH:7]=[C:6]([N+:11]([O-])=O)[C:5]=1[NH2:14].[H][H]. Product: [CH3:1][O:2][C:3](=[O:15])[C:4]1[CH:9]=[C:8]([F:10])[CH:7]=[C:6]([NH2:11])[C:5]=1[NH2:14]. The catalyst class is: 19. (6) Reactant: [CH3:1][S:2]([CH2:4][CH2:5][C:6]1[C:7]([C:28]2[CH:33]=[CH:32][CH:31]=[CH:30][CH:29]=2)=[N:8][C:9]2[C:14]([C:15]=1[C:16]([NH:18][C@H:19]([C:22]1[CH:27]=[CH:26][CH:25]=[CH:24][CH:23]=1)[CH2:20][CH3:21])=[O:17])=[CH:13][CH:12]=[CH:11][CH:10]=2)=[O:3].C1C=C(Cl)C=C(C(OO)=[O:42])C=1.S([O-])([O-])(=O)=S.[Na+].[Na+].[OH-].[Na+]. Product: [CH3:1][S:2]([CH2:4][CH2:5][C:6]1[C:7]([C:28]2[CH:33]=[CH:32][CH:31]=[CH:30][CH:29]=2)=[N:8][C:9]2[C:14]([C:15]=1[C:16]([NH:18][C@H:19]([C:22]1[CH:23]=[CH:24][CH:25]=[CH:26][CH:27]=1)[CH2:20][CH3:21])=[O:17])=[CH:13][CH:12]=[CH:11][CH:10]=2)(=[O:42])=[O:3]. The catalyst class is: 34. (7) Reactant: [CH2:1]([S:8][C:9]1[C:17]2[C:12](=[CH:13][CH:14]=[C:15]([CH:18]=O)[CH:16]=2)[NH:11][N:10]=1)[C:2]1[CH:7]=[CH:6][CH:5]=[CH:4][CH:3]=1.[NH2:20][C:21]([CH3:25])=[CH:22][C:23]#[N:24]. Product: [CH2:1]([S:8][C:9]1[C:17]2[C:12](=[CH:13][CH:14]=[C:15]([CH:18]3[C:22]([C:23]#[N:24])=[C:21]([CH3:25])[NH:20][C:16]([CH3:15])=[C:17]3[C:9]#[N:10])[CH:16]=2)[NH:11][N:10]=1)[C:2]1[CH:7]=[CH:6][CH:5]=[CH:4][CH:3]=1. The catalyst class is: 15.